From a dataset of Full USPTO retrosynthesis dataset with 1.9M reactions from patents (1976-2016). Predict the reactants needed to synthesize the given product. The reactants are: [Cl:1][C:2]1[N:7]=[N:6][C:5]([C:8](Cl)=[O:9])=[CH:4][CH:3]=1.CCN(C(C)C)C(C)C.[NH2:20][C:21]([CH3:25])([CH3:24])[C:22]#[N:23].O. Given the product [Cl:1][C:2]1[N:7]=[N:6][C:5]([C:8]([NH:20][C:21]([C:22]#[N:23])([CH3:25])[CH3:24])=[O:9])=[CH:4][CH:3]=1, predict the reactants needed to synthesize it.